Dataset: Forward reaction prediction with 1.9M reactions from USPTO patents (1976-2016). Task: Predict the product of the given reaction. (1) Given the reactants [C:1]([O:4][C:5](=[O:7])[CH3:6])(=O)[CH3:2].OC1C=[C:11]([CH3:16])[CH:12]=[C:13]([OH:15])[CH:14]=1.C(N([CH2:22][CH3:23])CC)C.[OH2:24], predict the reaction product. The product is: [C:5]([O:4][C:1]1[CH:14]=[C:13]([O:15][C:22](=[O:24])[CH3:23])[CH:12]=[C:11]([CH3:16])[CH:2]=1)(=[O:7])[CH3:6]. (2) Given the reactants [F:1][C:2]1[CH:3]=[C:4]([CH:7]=[C:8]([NH:10][CH2:11][C:12]2[CH:17]=[CH:16][C:15]([S:18]([CH3:21])(=[O:20])=[O:19])=[CH:14][CH:13]=2)[CH:9]=1)[C:5]#[N:6].[CH:22]1([C:27](O)=[O:28])[CH2:26][CH2:25][CH2:24][CH2:23]1, predict the reaction product. The product is: [C:5]([C:4]1[CH:7]=[C:8]([N:10]([CH2:11][C:12]2[CH:13]=[CH:14][C:15]([S:18]([CH3:21])(=[O:20])=[O:19])=[CH:16][CH:17]=2)[C:27]([CH:22]2[CH2:26][CH2:25][CH2:24][CH2:23]2)=[O:28])[CH:9]=[C:2]([F:1])[CH:3]=1)#[N:6]. (3) Given the reactants Cl[C:2]1[N:7]=[C:6]([NH:8][CH3:9])[N:5]=[C:4]([N:10]2[CH:14]([CH3:15])[CH2:13][CH:12]([C:16]([NH:18][CH2:19][C:20]3[CH:25]=[CH:24][CH:23]=[CH:22][CH:21]=3)=[O:17])[CH2:11]2)[CH:3]=1.[C:26]([C:28]1[CH:33]=[CH:32][C:31](B(O)O)=[CH:30][C:29]=1[F:37])#[N:27].C1(P(C2CCCCC2)C2CCCCC2)CCCCC1.[O-]P([O-])([O-])=O.[K+].[K+].[K+], predict the reaction product. The product is: [C:26]([C:28]1[CH:33]=[CH:32][C:31]([C:2]2[N:7]=[C:6]([NH:8][CH3:9])[N:5]=[C:4]([N:10]3[C@H:14]([CH3:15])[CH2:13][C@H:12]([C:16]([NH:18][CH2:19][C:20]4[CH:25]=[CH:24][CH:23]=[CH:22][CH:21]=4)=[O:17])[CH2:11]3)[CH:3]=2)=[CH:30][C:29]=1[F:37])#[N:27]. (4) Given the reactants [OH-].[Li+].[NH2:3][C:4]1[N:5]=[CH:6][C:7]([CH2:10][CH2:11][CH2:12][C@H:13]([NH:18][C:19]([O:21][C:22]([CH3:25])([CH3:24])[CH3:23])=[O:20])[C:14]([O:16]C)=[O:15])=[N:8][CH:9]=1.Cl, predict the reaction product. The product is: [NH2:3][C:4]1[N:5]=[CH:6][C:7]([CH2:10][CH2:11][CH2:12][C@H:13]([NH:18][C:19]([O:21][C:22]([CH3:25])([CH3:24])[CH3:23])=[O:20])[C:14]([OH:16])=[O:15])=[N:8][CH:9]=1. (5) Given the reactants [Cl:1][C:2]1[CH:3]=[C:4]([CH:16]=[CH:17][CH:18]=1)[O:5][CH2:6][C:7]([NH:9][CH:10]1[CH2:15][CH2:14][NH:13][CH2:12][CH2:11]1)=[O:8].[CH:19]([C:21]1[CH:25]=[CH:24][N:23]([C:26]2[CH:33]=[CH:32][C:29]([C:30]#[N:31])=[CH:28][CH:27]=2)[CH:22]=1)=O, predict the reaction product. The product is: [Cl:1][C:2]1[CH:3]=[C:4]([CH:16]=[CH:17][CH:18]=1)[O:5][CH2:6][C:7]([NH:9][CH:10]1[CH2:15][CH2:14][N:13]([CH2:19][C:21]2[CH:25]=[CH:24][N:23]([C:26]3[CH:33]=[CH:32][C:29]([C:30]#[N:31])=[CH:28][CH:27]=3)[CH:22]=2)[CH2:12][CH2:11]1)=[O:8]. (6) The product is: [CH3:16][N:18]([CH3:19])[C:13](=[O:15])[CH2:12][CH2:11][C:4]1[C:3]2[C:2](=[O:1])[CH2:10][CH2:9][CH2:8][C:7]=2[NH:6][CH:5]=1. Given the reactants [O:1]=[C:2]1[CH2:10][CH2:9][CH2:8][C:7]2[NH:6][CH:5]=[C:4]([CH2:11][CH2:12][C:13]([OH:15])=O)[C:3]1=2.[C:16](N1C=CN=C1)([N:18]1C=CN=[CH:19]1)=O.CNC, predict the reaction product. (7) Given the reactants CN(C=O)C.[Cl:6][C:7]1[CH:8]=[C:9]([CH:13]=[C:14]([F:17])[C:15]=1[F:16])[C:10]([OH:12])=[O:11].[CH2:18](Br)[C:19]#[CH:20].C(=O)([O-])[O-].[K+].[K+], predict the reaction product. The product is: [Cl:6][C:7]1[CH:8]=[C:9]([CH:13]=[C:14]([F:17])[C:15]=1[F:16])[C:10]([O:12][CH2:20][C:19]#[CH:18])=[O:11]. (8) Given the reactants [CH3:1][C:2]1[S:3][C:4]2[CH:10]=[CH:9][C:8]([O:11][CH2:12][CH:13]3[CH2:15][O:14]3)=[CH:7][C:5]=2[N:6]=1.[N:16]1([C:22]([O:24][C:25]([CH3:28])([CH3:27])[CH3:26])=[O:23])[CH2:21][CH2:20][NH:19][CH2:18][CH2:17]1.[Yb], predict the reaction product. The product is: [C:25]([O:24][C:22]([N:16]1[CH2:21][CH2:20][N:19]([CH2:15][CH:13]([OH:14])[CH2:12][O:11][C:8]2[CH:9]=[CH:10][C:4]3[S:3][C:2]([CH3:1])=[N:6][C:5]=3[CH:7]=2)[CH2:18][CH2:17]1)=[O:23])([CH3:28])([CH3:26])[CH3:27].